This data is from Catalyst prediction with 721,799 reactions and 888 catalyst types from USPTO. The task is: Predict which catalyst facilitates the given reaction. Reactant: [Cl:1][C:2]1[CH:7]=[CH:6][C:5]([C:8]23[N:22]([C:23]([C:25]4[C:26]([CH3:30])=[N:27][O:28][CH:29]=4)=[O:24])[CH2:21][CH2:20][N:9]2[C:10](=[O:19])[C:11]2[N:12]([C:14]([CH2:17][OH:18])=[CH:15][CH:16]=2)[CH2:13]3)=[CH:4][CH:3]=1. Product: [Cl:1][C:2]1[CH:3]=[CH:4][C:5]([C:8]23[N:22]([C:23]([C:25]4[C:26]([CH3:30])=[N:27][O:28][CH:29]=4)=[O:24])[CH2:21][CH2:20][N:9]2[C:10](=[O:19])[C:11]2[N:12]([C:14]([CH:17]=[O:18])=[CH:15][CH:16]=2)[CH2:13]3)=[CH:6][CH:7]=1. The catalyst class is: 177.